Dataset: CYP1A2 inhibition data for predicting drug metabolism from PubChem BioAssay. Task: Regression/Classification. Given a drug SMILES string, predict its absorption, distribution, metabolism, or excretion properties. Task type varies by dataset: regression for continuous measurements (e.g., permeability, clearance, half-life) or binary classification for categorical outcomes (e.g., BBB penetration, CYP inhibition). Dataset: cyp1a2_veith. (1) The drug is CS(=O)(=O)N1CCC2(CCN(Cc3nccs3)CC2)CC1. The result is 0 (non-inhibitor). (2) The compound is COCCNc1nc(SCc2ccccc2)nc2sc3c(c12)CCC3. The result is 1 (inhibitor).